From a dataset of Full USPTO retrosynthesis dataset with 1.9M reactions from patents (1976-2016). Predict the reactants needed to synthesize the given product. Given the product [Br:1][C:2]1[N:7]=[C:6]([C:8](=[O:11])[NH:9][CH3:10])[C:5]([NH:12][C:13]2[C:18]([C:19]([F:22])([F:20])[F:21])=[CH:17][N:16]=[C:15]([NH:23][C:24]3[CH:36]=[CH:35][C:27]([CH2:28][CH2:29][CH2:30][CH2:31][PH:32](=[O:33])[O:34][CH2:51][CH2:50][CH2:49][N:47]4[CH:48]=[C:44]([Sn:43]([CH2:53][CH2:54][CH2:55][CH3:56])([CH2:39][CH2:40][CH2:41][CH3:42])[CH2:57][CH2:58][CH2:59][CH3:60])[N:45]=[N:46]4)=[CH:26][C:25]=3[O:37][CH3:38])[N:14]=2)=[CH:4][CH:3]=1, predict the reactants needed to synthesize it. The reactants are: [Br:1][C:2]1[N:7]=[C:6]([C:8](=[O:11])[NH:9][CH3:10])[C:5]([NH:12][C:13]2[C:18]([C:19]([F:22])([F:21])[F:20])=[CH:17][N:16]=[C:15]([NH:23][C:24]3[CH:36]=[CH:35][C:27]([CH2:28][CH2:29][CH2:30][CH2:31][PH:32](=[O:34])[OH:33])=[CH:26][C:25]=3[O:37][CH3:38])[N:14]=2)=[CH:4][CH:3]=1.[CH2:39]([Sn:43]([CH2:57][CH2:58][CH2:59][CH3:60])([CH2:53][CH2:54][CH2:55][CH3:56])[C:44]1[N:45]=[N:46][N:47]([CH2:49][CH2:50][CH2:51]O)[CH:48]=1)[CH2:40][CH2:41][CH3:42].CCN(C(C)C)C(C)C.F[P-](F)(F)(F)(F)F.N1(O[P+](N2CCCC2)(N2CCCC2)N2CCCC2)C2C=CC=CC=2N=N1.